This data is from Human liver microsome stability data. The task is: Regression/Classification. Given a drug SMILES string, predict its absorption, distribution, metabolism, or excretion properties. Task type varies by dataset: regression for continuous measurements (e.g., permeability, clearance, half-life) or binary classification for categorical outcomes (e.g., BBB penetration, CYP inhibition). Dataset: hlm. (1) The drug is N#Cc1ccnc(Oc2nn([C@H]3C[C@H](O)C3)c3ncnc(N)c23)c1. The result is 0 (unstable in human liver microsomes). (2) The drug is CCOc1cccc2c1S(=O)(=O)NC2=C1C(=O)[C@H](C(C)(C)C)N(Cc2ccc(F)c(Cl)c2)C1=O. The result is 0 (unstable in human liver microsomes). (3) The compound is CC(C)CCOC(=O)NS(=O)(=O)c1sc(CC(C)C)cc1-c1cccc(Cn2ccnc2)c1. The result is 1 (stable in human liver microsomes).